From a dataset of Forward reaction prediction with 1.9M reactions from USPTO patents (1976-2016). Predict the product of the given reaction. (1) Given the reactants [F:1][C:2]1[CH:3]=[C:4]([N:18]2[CH2:22][C@H:21]([CH2:23][NH:24]C(=O)OC(C)(C)C)[O:20][C:19]2=[O:32])[CH:5]=[CH:6][C:7]=1[CH:8]1[CH2:13][CH2:12][N:11]([C:14](=[O:17])[CH2:15][OH:16])[CH2:10][CH2:9]1.[ClH:33], predict the reaction product. The product is: [ClH:33].[NH2:24][CH2:23][C@@H:21]1[O:20][C:19](=[O:32])[N:18]([C:4]2[CH:5]=[CH:6][C:7]([CH:8]3[CH2:13][CH2:12][N:11]([C:14](=[O:17])[CH2:15][OH:16])[CH2:10][CH2:9]3)=[C:2]([F:1])[CH:3]=2)[CH2:22]1. (2) The product is: [Cl:28][C:22]1[CH:21]=[C:20]2[C:25](=[CH:24][CH:23]=1)[C:26](=[O:27])[N:18]([C:16]1[CH:15]=[N:14][CH:13]=[C:12]([CH:10]3[CH2:9][N:8]([S:37]([CH2:35][CH3:36])(=[O:39])=[O:38])[CH2:11]3)[CH:17]=1)[C:19]2([CH3:29])[CH3:30]. Given the reactants C(OC([N:8]1[CH2:11][CH:10]([C:12]2[CH:13]=[N:14][CH:15]=[C:16]([N:18]3[C:26](=[O:27])[C:25]4[C:20](=[CH:21][C:22]([Cl:28])=[CH:23][CH:24]=4)[C:19]3([CH3:30])[CH3:29])[CH:17]=2)[CH2:9]1)=O)(C)(C)C.C(Cl)(C)=O.[CH2:35]([S:37](Cl)(=[O:39])=[O:38])[CH3:36], predict the reaction product.